From a dataset of Experimentally validated miRNA-target interactions with 360,000+ pairs, plus equal number of negative samples. Binary Classification. Given a miRNA mature sequence and a target amino acid sequence, predict their likelihood of interaction. The miRNA is hsa-miR-6857-3p with sequence UGACUGAGCUUCUCCCCACAG. The protein sequence of the target gene is MFCSEKKLREVERIVKANDREYNEKFQYADNRIHTSKYNILTFLPINLFEQFQRVANAYFLCLLILQLIPEISSLTWFTTIVPLVLVITMTAVKDATDDYFRHKSDNQVNNRQSEVLINSKLQNEKWMNVKVGDIIKLENNQFVAADLLLLSSSEPHGLCYVETAELDGETNLKVRHALSVTSELGADISRLAGFDGIVVCEVPNNKLDKFMGILSWKDSKHSLNNEKIILRGCILRNTSWCFGMVIFAGPDTKLMQNSGKTKFKRTSIDRLMNTLVLWIFGFLICLGIILAIGNSIWES.... Result: 1 (interaction).